This data is from Reaction yield outcomes from USPTO patents with 853,638 reactions. The task is: Predict the reaction yield, written as a fraction of the theoretical maximum amount of product (1.0 means a 100% yield; for example, 0.34 means a 34% yield). (1) The reactants are C([O:3][C:4]([C:6]1[N:10]2[N:11]=[C:12]([C:15]3[CH:20]=[CH:19][CH:18]=[CH:17][C:16]=3[CH:21]([F:23])[F:22])[CH:13]=[CH:14][C:9]2=[N:8][CH:7]=1)=[O:5])C.[OH-].[Na+]. The catalyst is CO. The product is [F:23][CH:21]([F:22])[C:16]1[CH:17]=[CH:18][CH:19]=[CH:20][C:15]=1[C:12]1[CH:13]=[CH:14][C:9]2[N:10]([C:6]([C:4]([OH:5])=[O:3])=[CH:7][N:8]=2)[N:11]=1. The yield is 0.900. (2) The reactants are [C:1]([O:5][C:6]([N:8]1[CH2:11][CH:10]([O:12][C:13]2[CH:18]=[C:17]([Cl:19])[CH:16]=[CH:15][C:14]=2[OH:20])[CH2:9]1)=[O:7])([CH3:4])([CH3:3])[CH3:2].C([O-])([O-])=O.[Cs+].[Cs+].[CH3:27][O:28][C:29](=[O:38])[CH:30](Br)[C:31]1[CH:36]=[CH:35][CH:34]=[CH:33][CH:32]=1.O. The catalyst is CN(C=O)C. The product is [C:1]([O:5][C:6]([N:8]1[CH2:9][CH:10]([O:12][C:13]2[CH:18]=[C:17]([Cl:19])[CH:16]=[CH:15][C:14]=2[O:20][CH:30]([C:29]([O:28][CH3:27])=[O:38])[C:31]2[CH:36]=[CH:35][CH:34]=[CH:33][CH:32]=2)[CH2:11]1)=[O:7])([CH3:4])([CH3:2])[CH3:3]. The yield is 0.960. (3) The reactants are [NH2:1][C:2]1[CH:23]=[CH:22][C:5]([C:6]([NH:8][CH2:9][C:10]2[S:11][C:12]([CH2:15][C:16]3[CH:21]=[CH:20][CH:19]=[CH:18][CH:17]=3)=[CH:13][CH:14]=2)=[O:7])=[CH:4][N:3]=1.C1C=C2C(C=C(NCNCCCC(O)=O)C=C2)=CC=1.C=O.[C:45]([O:48][CH2:49]C)(=O)C. The catalyst is CO. The product is [CH2:15]([C:12]1[S:11][C:10]([CH2:9][NH:8][C:6](=[O:7])[C:5]2[CH:22]=[CH:23][C:2]([NH:1][CH2:45][O:48][CH3:49])=[N:3][CH:4]=2)=[CH:14][CH:13]=1)[C:16]1[CH:17]=[CH:18][CH:19]=[CH:20][CH:21]=1. The yield is 0.876. (4) The yield is 0.200. The product is [O:1]1[C:5]2[CH:6]=[CH:7][C:8]([C:10]3([C:13]([NH:15][C:16]4[CH:21]=[CH:20][C:19]([CH2:22][C:23]#[N:24])=[C:18]([C:33]5[CH:34]=[CH:35][C:30]([C:28]([N:27]([CH3:39])[CH3:26])=[O:29])=[CH:31][CH:32]=5)[CH:17]=4)=[O:14])[CH2:12][CH2:11]3)=[CH:9][C:4]=2[O:3][CH2:2]1. The reactants are [O:1]1[C:5]2[CH:6]=[CH:7][C:8]([C:10]3([C:13]([NH:15][C:16]4[CH:21]=[CH:20][C:19]([CH2:22][C:23]#[N:24])=[C:18](Br)[CH:17]=4)=[O:14])[CH2:12][CH2:11]3)=[CH:9][C:4]=2[O:3][CH2:2]1.[CH3:26][N:27]([CH3:39])[C:28]([C:30]1[CH:35]=[CH:34][C:33](B(O)O)=[CH:32][CH:31]=1)=[O:29].C([O-])([O-])=O.[K+].[K+]. The catalyst is CN(C)C=O. (5) The reactants are C1(C)C=CC=CC=1.C(=O)([O-])[O-].[Na+].[Na+].Br[C:15]1[CH:22]=[CH:21][C:18]([CH:19]=[O:20])=[CH:17][CH:16]=1.[F:23][C:24]([F:36])([F:35])[O:25][C:26]1[CH:27]=[C:28](B(O)O)[CH:29]=[CH:30][CH:31]=1. The catalyst is O. The product is [F:23][C:24]([F:35])([F:36])[O:25][C:26]1[CH:31]=[C:30]([C:15]2[CH:22]=[CH:21][C:18]([CH:19]=[O:20])=[CH:17][CH:16]=2)[CH:29]=[CH:28][CH:27]=1. The yield is 0.800. (6) The reactants are [O:1]=[CH:2][C@@H:3]([C@H:5]([C@@H:7]([C@@H:9]([CH2:11][OH:12])[OH:10])[OH:8])[OH:6])[OH:4].FC(F)(F)S(O)(=O)=O.[CH2:21](O)[CH:22]=[CH2:23].[C:25](Cl)([C:38]1[CH:43]=[CH:42][CH:41]=[CH:40][CH:39]=1)(C1C=CC=CC=1)C1C=CC=CC=1.[CH2:45](Cl)[C:46]1[CH:51]=[CH:50][CH:49]=[CH:48][CH:47]=1.[H-].[Na+]. The catalyst is C(N(CC)CC)C. The product is [CH2:21]([O:1][CH:2]1[O:10][C@H:9]([CH2:11][OH:12])[C@@H:7]([O:8][CH2:45][C:46]2[CH:51]=[CH:50][CH:49]=[CH:48][CH:47]=2)[C@H:5]([O:6][CH2:25][C:38]2[CH:43]=[CH:42][CH:41]=[CH:40][CH:39]=2)[C@H:3]1[O:4][CH2:25][C:38]1[CH:39]=[CH:40][CH:41]=[CH:42][CH:43]=1)[CH:22]=[CH2:23]. The yield is 0.540. (7) The reactants are [CH2:1]([O:8][C:9]1[CH:10]=[C:11]([CH2:15][CH2:16][NH:17][CH2:18][CH:19]2[CH2:21][CH2:20]2)[CH:12]=[CH:13][CH:14]=1)[C:2]1[CH:7]=[CH:6][CH:5]=[CH:4][CH:3]=1.C(N(CC)CC)C.[Cl:29][CH2:30][C:31]([NH:33][CH3:34])=[O:32]. The catalyst is CN(C)C=O.Cl.C(OCC)(=O)C. The product is [ClH:29].[CH2:1]([O:8][C:9]1[CH:10]=[C:11]([CH2:15][CH2:16][N:17]([CH2:18][CH:19]2[CH2:21][CH2:20]2)[CH2:30][C:31]([NH:33][CH3:34])=[O:32])[CH:12]=[CH:13][CH:14]=1)[C:2]1[CH:3]=[CH:4][CH:5]=[CH:6][CH:7]=1. The yield is 0.800. (8) The reactants are [H-].[Na+].[CH2:3]([O:5][C:6]([C:8]1[C:9]([C:13]([F:16])([F:15])[F:14])=[N:10][NH:11][CH:12]=1)=[O:7])[CH3:4].Br[CH2:18][C:19]([NH:21][C:22]1[S:26][C:25]2[CH2:27][CH2:28][CH2:29][CH2:30][C:24]=2[C:23]=1[C:31]([NH2:33])=[O:32])=[O:20].O. The catalyst is CN(C=O)C. The product is [C:31]([C:23]1[C:24]2[CH2:30][CH2:29][CH2:28][CH2:27][C:25]=2[S:26][C:22]=1[NH:21][C:19](=[O:20])[CH2:18][N:11]1[CH:12]=[C:8]([C:6]([O:5][CH2:3][CH3:4])=[O:7])[C:9]([C:13]([F:15])([F:16])[F:14])=[N:10]1)(=[O:32])[NH2:33]. The yield is 0.190. (9) The product is [Br:22][C:23]1[CH:24]=[C:25]([C:3]2[CH:2]=[CH:1][C:18]3[C:17]4[C:16]5[CH:15]=[CH:14][CH:13]=[CH:12][C:11]=5[CH:10]=[CH:9][C:8]=4[CH:7]=[CH:6][C:5]=3[CH:4]=2)[CH:26]=[CH:27][CH:28]=1. The yield is 0.950. The reactants are [CH:1]1[C:18]2[C:17]3[C:16]4[CH:15]=[CH:14][CH:13]=[CH:12][C:11]=4[CH:10]=[CH:9][C:8]=3[CH:7]=[C:6](B(O)O)[C:5]=2[CH:4]=[CH:3][CH:2]=1.[Br:22][C:23]1[CH:24]=[C:25](I)[CH:26]=[CH:27][CH:28]=1.C(=O)([O-])[O-].[Na+].[Na+]. The catalyst is C1C=CC([P]([Pd]([P](C2C=CC=CC=2)(C2C=CC=CC=2)C2C=CC=CC=2)([P](C2C=CC=CC=2)(C2C=CC=CC=2)C2C=CC=CC=2)[P](C2C=CC=CC=2)(C2C=CC=CC=2)C2C=CC=CC=2)(C2C=CC=CC=2)C2C=CC=CC=2)=CC=1.C1(C)C=CC=CC=1.